Dataset: Catalyst prediction with 721,799 reactions and 888 catalyst types from USPTO. Task: Predict which catalyst facilitates the given reaction. Reactant: [CH2:1]([O:8][C:9]1[CH:10]=[C:11]([CH2:17][CH2:18][NH:19][C:20](=O)/[CH:21]=[CH:22]/[C:23]2[CH:28]=[CH:27][C:26]([O:29][CH3:30])=[CH:25][C:24]=2[O:31][CH3:32])[CH:12]=[CH:13][C:14]=1[O:15][CH3:16])[C:2]1[CH:7]=[CH:6][CH:5]=[CH:4][CH:3]=1.O=P(Cl)(Cl)Cl.[BH4-].[Na+]. Product: [CH2:1]([O:8][C:9]1[CH:10]=[C:11]2[C:12](=[CH:13][C:14]=1[O:15][CH3:16])[CH:20](/[CH:21]=[CH:22]/[C:23]1[CH:28]=[CH:27][C:26]([O:29][CH3:30])=[CH:25][C:24]=1[O:31][CH3:32])[NH:19][CH2:18][CH2:17]2)[C:2]1[CH:7]=[CH:6][CH:5]=[CH:4][CH:3]=1. The catalyst class is: 10.